Dataset: NCI-60 drug combinations with 297,098 pairs across 59 cell lines. Task: Regression. Given two drug SMILES strings and cell line genomic features, predict the synergy score measuring deviation from expected non-interaction effect. Drug 1: C1=CC(=CC=C1CCC2=CNC3=C2C(=O)NC(=N3)N)C(=O)NC(CCC(=O)O)C(=O)O. Drug 2: CC(C)(C#N)C1=CC(=CC(=C1)CN2C=NC=N2)C(C)(C)C#N. Cell line: HCT116. Synergy scores: CSS=48.7, Synergy_ZIP=3.85, Synergy_Bliss=2.44, Synergy_Loewe=-9.66, Synergy_HSA=2.72.